From a dataset of Catalyst prediction with 721,799 reactions and 888 catalyst types from USPTO. Predict which catalyst facilitates the given reaction. The catalyst class is: 8. Reactant: [OH:1][CH2:2][CH2:3][N:4]([C:6]1[CH:11]=[CH:10][C:9]([NH:12][C:13]2[O:14][CH2:15][C:16](=[O:21])[C:17]=2[C:18]([O-:20])=[O:19])=[C:8]([CH3:22])[CH:7]=1)[CH3:5].[NH:23]1[C:31]2[C:26](=[CH:27][CH:28]=[CH:29][N:30]=2)[C:25]([CH:32]=O)=[CH:24]1.N1CCC[CH2:36][CH2:35]1. Product: [NH:23]1[C:31]2=[N:30][CH:29]=[CH:28][CH:27]=[C:26]2[C:25]([CH:32]=[C:15]2[O:14][C:13]([NH:12][C:9]3[CH:10]=[CH:11][C:6]([N:4]([CH2:3][CH2:2][OH:1])[CH3:5])=[CH:7][C:8]=3[CH3:22])=[C:17]([C:18]([O:20][CH2:35][CH3:36])=[O:19])[C:16]2=[O:21])=[CH:24]1.